The task is: Predict the reactants needed to synthesize the given product.. This data is from Full USPTO retrosynthesis dataset with 1.9M reactions from patents (1976-2016). (1) Given the product [NH2:34][CH2:33][CH2:32][CH:31]([NH:30][C:26]1[N:25]=[C:24]([C:23]2[C:18]3[C:19](=[N:20][C:15]([NH:14][CH:11]4[CH2:12][CH2:13][CH:8]([NH2:7])[CH2:9][CH2:10]4)=[N:16][CH:17]=3)[NH:21][N:22]=2)[CH:29]=[CH:28][N:27]=1)[C:42]1[CH:47]=[CH:46][CH:45]=[C:44]([Cl:48])[CH:43]=1, predict the reactants needed to synthesize it. The reactants are: C(OC(=O)[NH:7][CH:8]1[CH2:13][CH2:12][CH:11]([NH:14][C:15]2[N:20]=[C:19]3[NH:21][N:22]=[C:23]([C:24]4[CH:29]=[CH:28][N:27]=[C:26]([NH:30][CH:31]([C:42]5[CH:47]=[CH:46][CH:45]=[C:44]([Cl:48])[CH:43]=5)[CH2:32][CH2:33][NH:34]C(OC(C)(C)C)=O)[N:25]=4)[C:18]3=[CH:17][N:16]=2)[CH2:10][CH2:9]1)(C)(C)C. (2) Given the product [F:1][C:2]1[CH:3]=[CH:4][C:5]([CH2:6][CH:7]2[CH2:8][CH:9]([C:10]([O:12][CH3:13])=[O:11])[CH2:14][CH2:15][NH:16]2)=[CH:17][CH:18]=1, predict the reactants needed to synthesize it. The reactants are: [F:1][C:2]1[CH:18]=[CH:17][C:5]([CH2:6][C:7]2[CH:8]=[C:9]([CH:14]=[CH:15][N:16]=2)[C:10]([O:12][CH3:13])=[O:11])=[CH:4][CH:3]=1.